From a dataset of Full USPTO retrosynthesis dataset with 1.9M reactions from patents (1976-2016). Predict the reactants needed to synthesize the given product. (1) The reactants are: C[C:2]1C=[CH:6][CH:5]=[CH:4][C:3]=1[S:8]([N:11]1[C:19]2[C:14](=[C:15]([CH:20]=[CH2:21])[CH:16]=[CH:17][CH:18]=2)[CH:13]=[CH:12]1)(=[O:10])=[O:9].BrC1C=CC=C2C=1C=C[N:27]2S(C1C=NC=CC=1)(=O)=O.C([Sn](CCCC)(CCCC)C=C)CCC.CO. Given the product [N:27]1[CH:6]=[CH:5][CH:4]=[C:3]([S:8]([N:11]2[C:19]3[C:14](=[C:15]([CH:20]=[CH2:21])[CH:16]=[CH:17][CH:18]=3)[CH:13]=[CH:12]2)(=[O:10])=[O:9])[CH:2]=1, predict the reactants needed to synthesize it. (2) The reactants are: [CH3:1][O:2][C:3]1[CH:8]=[C:7]([N:9]2[CH2:14][CH2:13][O:12][CH2:11][CH2:10]2)[CH:6]=[C:5]([N+:15]([O-])=O)[C:4]=1[NH:18][C:19](=O)[CH3:20]. Given the product [CH3:1][O:2][C:3]1[C:4]2[N:18]=[C:19]([CH3:20])[NH:15][C:5]=2[CH:6]=[C:7]([N:9]2[CH2:14][CH2:13][O:12][CH2:11][CH2:10]2)[CH:8]=1, predict the reactants needed to synthesize it. (3) Given the product [CH:18]1([NH:1][C:2]2[CH:3]=[C:4]([CH3:17])[CH:5]=[C:6]3[C:10]=2[NH:9][C:8]([C:11]2[CH:16]=[CH:15][CH:14]=[CH:13][N:12]=2)=[CH:7]3)[CH2:22][CH2:21][CH2:20][CH2:19]1, predict the reactants needed to synthesize it. The reactants are: [NH2:1][C:2]1[CH:3]=[C:4]([CH3:17])[CH:5]=[C:6]2[C:10]=1[NH:9][C:8]([C:11]1[CH:16]=[CH:15][CH:14]=[CH:13][N:12]=1)=[CH:7]2.[C:18]1(=O)[CH2:22][CH2:21][CH2:20][CH2:19]1.ClC(Cl)C.[BH-](OC(C)=O)(OC(C)=O)OC(C)=O.[Na+]. (4) Given the product [CH2:1]([O:8][C@H:9]1[C@H:14]([O:15][CH2:16][C:17]2[CH:18]=[CH:19][CH:20]=[CH:21][CH:22]=2)[C@@H:13]([O:23][CH2:24][C:25]2[CH:30]=[CH:29][CH:28]=[CH:27][CH:26]=2)[C@H:12]([C:31]2[CH:36]=[CH:35][C:34]([Cl:37])=[C:33]([CH2:38][C:39]3[S:40][C:41]([C:44]4[O:45][CH:46]=[CH:47][CH:48]=4)=[CH:42][N:43]=3)[CH:32]=2)[O:11][C@@H:10]1[CH:49]=[O:50])[C:2]1[CH:3]=[CH:4][CH:5]=[CH:6][CH:7]=1, predict the reactants needed to synthesize it. The reactants are: [CH2:1]([O:8][C@H:9]1[C@H:14]([O:15][CH2:16][C:17]2[CH:22]=[CH:21][CH:20]=[CH:19][CH:18]=2)[C@@H:13]([O:23][CH2:24][C:25]2[CH:30]=[CH:29][CH:28]=[CH:27][CH:26]=2)[C@H:12]([C:31]2[CH:36]=[CH:35][C:34]([Cl:37])=[C:33]([CH2:38][C:39]3[S:40][C:41]([C:44]4[O:45][CH:46]=[CH:47][CH:48]=4)=[CH:42][N:43]=3)[CH:32]=2)[O:11][C@@H:10]1[CH2:49][OH:50])[C:2]1[CH:7]=[CH:6][CH:5]=[CH:4][CH:3]=1.CC(OI1(OC(C)=O)(OC(C)=O)OC(=O)C2C=CC=CC1=2)=O. (5) Given the product [C:1]([O:5][C:6]([N:8]([CH3:16])[CH2:9]/[CH:10]=[CH:11]/[C:12]([OH:14])=[O:13])=[O:7])([CH3:4])([CH3:3])[CH3:2], predict the reactants needed to synthesize it. The reactants are: [C:1]([O:5][C:6]([N:8]([CH3:16])[CH2:9]/[CH:10]=[CH:11]/[C:12]([O:14]C)=[O:13])=[O:7])([CH3:4])([CH3:3])[CH3:2].O.[OH-].[Li+].